This data is from Experimentally validated miRNA-target interactions with 360,000+ pairs, plus equal number of negative samples. The task is: Binary Classification. Given a miRNA mature sequence and a target amino acid sequence, predict their likelihood of interaction. (1) The miRNA is hsa-miR-3692-5p with sequence CCUGCUGGUCAGGAGUGGAUACUG. The protein sequence of the target gene is MAWRRREASVGARGVLALALLALALCVPGARGRALEWFSAVVNIEYVDPQTNLTVWSVSESGRFGDSSPKEGAHGLVGVPWAPGGDLEGCAPDTRFFVPEPGGRGAAPWVALVARGGCTFKDKVLVAARRNASAVVLYNEERYGNITLPMSHAGTGNIVVIMISYPKGREILELVQKGIPVTMTIGVGTRHVQEFISGQSVVFVAIAFITMMIISLAWLIFYYIQRFLYTGSQIGSQSHRKETKKVIGQLLLHTVKHGEKGIDVDAENCAVCIENFKVKDIIRILPCKHIFHRICIDPWL.... Result: 0 (no interaction). (2) The miRNA is hsa-miR-367-3p with sequence AAUUGCACUUUAGCAAUGGUGA. The protein sequence of the target gene is MATADTPAPASSGLSPKEEGELEDGEISDDDNNSQIRSRSSSSSSGGGLLPYPRRRPPHSARGGGSGGGGGSSSSSSSSQQQLRNFSRSRHASERGHLRGPSSYRPKEPFRSHPPSVRMPSSSLSESSPRPSFWERSHLALDRFRFRGRPYRGGSRWSRGRGVGERGGKPGCRPPLGGGAGSGFSSSQSWREPSPPRKSSKSFGRSPSRKQNYSSKNENCVEETFEDLLLKYKQIQLELECINKDEKLALSSKEENVQEDPKTLNFEDQTSTDNVSITKDSSKEVAPEEKTQVKTFQAFE.... Result: 1 (interaction). (3) The miRNA is hsa-miR-4656 with sequence UGGGCUGAGGGCAGGAGGCCUGU. The protein sequence of the target gene is MGNTTSERVSGERHGAKAARAEGGGHGPGKEHKIMVGSTDDPSVFSLPDSKLPGDKEFVPWQQDLDDSVKPAQQARPTVIRWSEGGKEVFISGSFNNWSTKIPLIKSHNDFVAILDLPEGEHQYKFFVDGQWVHDPSEPVVTSQLGTINNLIHVKKSDFEVFDALKLDSMESSETSCRDLSSSPPGPYGQEMYVFRSEERFKSPPILPPHLLQVILNKDTNISCDPALLPEPNHVMLNHLYALSIKDSVMVLSATHRYKKKYVTTLLYKPI. Result: 0 (no interaction). (4) The miRNA is hsa-miR-19b-3p with sequence UGUGCAAAUCCAUGCAAAACUGA. The protein sequence of the target gene is MRFVVALVLLNVAAAGAVPLLATESVKQEEAGVRPSAGNVSTHPSLSQRPGGSTKSHPEPQTPKDSPSKSSAEAQTPEDTPNKSGAEAKTQKDSSNKSGAEAKTQKGSTSKSGSEAQTTKDSTSKSHPELQTPKDSTGKSGAEAQTPEDSPNRSGAEAKTQKDSPSKSGSEAQTTKDVPNKSGADGQTPKDGSSKSGAEDQTPKDVPNKSGAEKQTPKDGSNKSGAEEQGPIDGPSKSGAEEQTSKDSPNKVVPEQPSRKDHSKPISNPSDNKELPKADTNQLADKGKLSPHAFKTESGE.... Result: 1 (interaction). (5) The miRNA is hsa-miR-425-3p with sequence AUCGGGAAUGUCGUGUCCGCCC. Result: 0 (no interaction). The protein sequence of the target gene is MYIKMATLANGQADNASLSTNGLGSSPGSAGHMNGLSHSPGNPSTIPMKDHDAIKLFIGQIPRNLDEKDLKPLFEEFGKIYELTVLKDRFTGMHKGCAFLTYCERESALKAQSALHEQKTLPGMNRPIQVKPADSESRGGSSCLRQPPSQDRKLFVGMLNKQQSEDDVRRLFEAFGNIEECTILRGPDGNSKGCAFVKYSSHAEAQAAINALHGSQTMPGASSSLVVKFADTDKERTMRRMQQMAGQMGMFNPMAIPFGAYGAYAQALMQQQAALMASVAQGGYLNPMAAFAAAQMQQMA.... (6) Result: 0 (no interaction). The miRNA is hsa-miR-100-5p with sequence AACCCGUAGAUCCGAACUUGUG. The protein sequence of the target gene is MRGLEESGPRPTATPCGCVKPALETGNLLTEPVGYLESCFSAKNGTPRQPSICSYSRACLRIRKRIFNNPEHSLMGLEQFSHVWILFVFHKNGHLSCKAKVQPPRLNGAKTGVFSTRSPHRPNAIGLTLAKLEKVEGGAIYLSGIDMIHGTPVLDIKPYIAEYDSPQNVMEPLADFNLQNNQHTPNTVSQSDSKTDSCDQRQLSGCDEPQPHHSTKRKPKCPEDRTSEENYLTHSDTARIQQAFPMHREIAVDFGLESRRDQSSSVAEEQIGPYCPEKSFSEKGTDKKLERVEGAAVLQG.... (7) The protein sequence of the target gene is MDGETAGEKGSLVPPPGALGGSALGGAPAPGVRREPKKYAVTDDYQLSKQVLGLGVNGKVLECYHRRSGQKCALKLLYDSPKARQEVDHHWQASGGPHIVRILDVYENMHHGKRCLLIVMECMEGGELFSRIQERGDQAFTEREAAEIMRDIGTAIQFLHSRNIAHRDVKPENLLYTSKEKDAVLKLTDFGFAKETTQNALQTPCYTPYYVAPEVLGPEKYDKSCDMWSLGVIMYILLCGFPPFYSNTGQAISPGMKRRIRLGQYSFPNPEWLDVSEDAKQLIRLLLKTDPTERLTIMQF.... Result: 0 (no interaction). The miRNA is dre-miR-206-3p with sequence UGGAAUGUAAGGAAGUGUGUGG.